From a dataset of Full USPTO retrosynthesis dataset with 1.9M reactions from patents (1976-2016). Predict the reactants needed to synthesize the given product. (1) Given the product [NH2:7][CH:8]([CH:9]([CH3:11])[CH3:10])[C:12]([N:14]1[CH2:18][CH2:17][CH:16]2[N:19]([C:32]3[N:37]=[CH:36][CH:35]=[CH:34][N:33]=3)[CH2:20][CH:21]([C:22]3[C:30]4[C:25](=[CH:26][C:27]([F:31])=[CH:28][CH:29]=4)[NH:24][CH:23]=3)[CH:15]12)=[O:13], predict the reactants needed to synthesize it. The reactants are: C(OC(=O)[NH:7][CH:8]([C:12]([N:14]1[CH2:18][CH2:17][CH:16]2[N:19]([C:32]3[N:37]=[CH:36][CH:35]=[CH:34][N:33]=3)[CH2:20][CH:21]([C:22]3[C:30]4[C:25](=[CH:26][C:27]([F:31])=[CH:28][CH:29]=4)[NH:24][CH:23]=3)[CH:15]12)=[O:13])[CH:9]([CH3:11])[CH3:10])(C)(C)C.C(O)(C(F)(F)F)=O. (2) Given the product [CH:1]1([CH:7]([C:18]2[CH:22]=[C:21]([C:23]3[CH:28]=[CH:27][C:26]([C:29]([F:32])([F:31])[F:30])=[CH:25][CH:24]=3)[O:20][C:19]=2[CH2:33][O:34][CH3:35])[O:8][C:9]2[CH:10]=[CH:11][C:12]([C:13]([N:37]([CH3:36])[CH2:38][CH2:39][C:40]([OH:42])=[O:41])=[O:14])=[CH:16][CH:17]=2)[CH2:2][CH2:3][CH2:4][CH2:5][CH2:6]1, predict the reactants needed to synthesize it. The reactants are: [CH:1]1([CH:7]([C:18]2[CH:22]=[C:21]([C:23]3[CH:28]=[CH:27][C:26]([C:29]([F:32])([F:31])[F:30])=[CH:25][CH:24]=3)[O:20][C:19]=2[CH2:33][O:34][CH3:35])[O:8][C:9]2[CH:17]=[CH:16][C:12]([C:13](O)=[O:14])=[CH:11][CH:10]=2)[CH2:6][CH2:5][CH2:4][CH2:3][CH2:2]1.[CH3:36][NH:37][CH2:38][CH2:39][C:40]([O:42]CC)=[O:41].Cl.C(N=C=NCCCN(C)C)C.O.OC1C2N=NNC=2C=CC=1.